This data is from Catalyst prediction with 721,799 reactions and 888 catalyst types from USPTO. The task is: Predict which catalyst facilitates the given reaction. Reactant: [CH3:1][O:2][CH2:3][CH2:4][O:5][C:6]1[CH:7]=[CH:8][C:9]([N+:16]([O-])=O)=[C:10]([CH:15]=1)[C:11]([O:13][CH3:14])=[O:12]. Product: [NH2:16][C:9]1[CH:8]=[CH:7][C:6]([O:5][CH2:4][CH2:3][O:2][CH3:1])=[CH:15][C:10]=1[C:11]([O:13][CH3:14])=[O:12]. The catalyst class is: 43.